This data is from Forward reaction prediction with 1.9M reactions from USPTO patents (1976-2016). The task is: Predict the product of the given reaction. (1) Given the reactants [O:1]([C:8]1[CH:17]=[CH:16][C:11]2[N:12]=[C:13](N)[S:14][C:10]=2[CH:9]=1)[C:2]1[CH:7]=[CH:6][CH:5]=[CH:4][CH:3]=1.[N+]([O-])([O-])=O.[Na+].[PH2](O)=O.[NH4+].[OH-], predict the reaction product. The product is: [O:1]([C:8]1[CH:17]=[CH:16][C:11]2[N:12]=[CH:13][S:14][C:10]=2[CH:9]=1)[C:2]1[CH:3]=[CH:4][CH:5]=[CH:6][CH:7]=1. (2) Given the reactants [Br:1][C:2]1[CH:7]=[CH:6][C:5]([C:8]2[O:12][N:11]=[C:10]([CH3:13])[C:9]=2[NH2:14])=[CH:4][CH:3]=1.[Cl:15][C:16]1[CH:21]=[CH:20][CH:19]=[C:18]([F:22])[C:17]=1[CH2:23][CH2:24][C:25](=O)[CH3:26], predict the reaction product. The product is: [Br:1][C:2]1[CH:3]=[CH:4][C:5]([C:8]2[O:12][N:11]=[C:10]([CH3:13])[C:9]=2[NH:14][CH:25]([CH3:26])[CH2:24][CH2:23][C:17]2[C:18]([F:22])=[CH:19][CH:20]=[CH:21][C:16]=2[Cl:15])=[CH:6][CH:7]=1. (3) Given the reactants [F:1][C:2]1[CH:3]=[C:4]([CH:41]=[CH:42][C:43]=1[O:44][C:45]([F:48])([F:47])[F:46])[CH2:5][NH:6][C:7]([C@H:9]1[CH2:14][N:13]([C:15]2[S:16][C:17]3[C:22](Cl)=[N:21][C:20]([CH:24]4[CH2:26][CH2:25]4)=[N:19][C:18]=3[N:27]=2)[CH2:12][CH2:11][N:10]1[S:28]([C:31]1[CH:36]=[CH:35][C:34]([C:37]([F:40])([F:39])[F:38])=[CH:33][CH:32]=1)(=[O:30])=[O:29])=[O:8].C([O-])=O.[NH4+], predict the reaction product. The product is: [F:1][C:2]1[CH:3]=[C:4]([CH:41]=[CH:42][C:43]=1[O:44][C:45]([F:48])([F:46])[F:47])[CH2:5][NH:6][C:7]([C@H:9]1[CH2:14][N:13]([C:15]2[S:16][C:17]3[CH:22]=[N:21][C:20]([CH:24]4[CH2:26][CH2:25]4)=[N:19][C:18]=3[N:27]=2)[CH2:12][CH2:11][N:10]1[S:28]([C:31]1[CH:32]=[CH:33][C:34]([C:37]([F:38])([F:40])[F:39])=[CH:35][CH:36]=1)(=[O:30])=[O:29])=[O:8]. (4) Given the reactants [Cl:1]N1C(=O)CCC1=O.[O:9]1[CH2:14][CH2:13][CH:12]([C:15]2[CH:20]=[CH:19][C:18]([OH:21])=[CH:17][C:16]=2[OH:22])[CH2:11][CH2:10]1, predict the reaction product. The product is: [Cl:1][C:19]1[CH:20]=[C:15]([CH:12]2[CH2:11][CH2:10][O:9][CH2:14][CH2:13]2)[C:16]([OH:22])=[CH:17][C:18]=1[OH:21]. (5) Given the reactants [CH3:1][O:2][C:3]1[CH:14]=[CH:13][C:6]2[NH:7]C(=O)O[C:10](=[O:11])[C:5]=2[CH:4]=1.CC#N.[NH2:18][CH2:19][C@H:20]1[CH2:25][CH2:24][C@H:23]([C:26]([N:28]2[CH2:33][CH2:32][N:31]([C:34](=[O:38])[CH:35]([CH3:37])[CH3:36])[CH2:30][CH2:29]2)=[O:27])[CH2:22][CH2:21]1, predict the reaction product. The product is: [NH2:7][C:6]1[CH:13]=[CH:14][C:3]([O:2][CH3:1])=[CH:4][C:5]=1[C:10]([NH:18][CH2:19][C@H:20]1[CH2:25][CH2:24][C@H:23]([C:26]([N:28]2[CH2:33][CH2:32][N:31]([C:34](=[O:38])[CH:35]([CH3:36])[CH3:37])[CH2:30][CH2:29]2)=[O:27])[CH2:22][CH2:21]1)=[O:11].